From a dataset of Forward reaction prediction with 1.9M reactions from USPTO patents (1976-2016). Predict the product of the given reaction. Given the reactants [C:1]([O:5][C:6]([NH:8][C@@H:9]([C:11]1[C:12]([F:40])=[C:13]([C:17]2[CH:22]=[C:21](Cl)[CH:20]=[C:19]([CH2:24][O:25][C:26]3[CH:31]=[CH:30][CH:29]=[CH:28][C:27]=3[CH2:32][C:33]([O:35][C:36]([CH3:39])([CH3:38])[CH3:37])=[O:34])[CH:18]=2)[CH:14]=[CH:15][CH:16]=1)[CH3:10])=[O:7])([CH3:4])([CH3:3])[CH3:2].[CH3:41][O:42][CH2:43][CH2:44][NH2:45], predict the reaction product. The product is: [C:1]([O:5][C:6]([NH:8][C@@H:9]([C:11]1[C:12]([F:40])=[C:13]([C:17]2[CH:22]=[C:21]([NH:45][CH2:44][CH2:43][O:42][CH3:41])[CH:20]=[C:19]([CH2:24][O:25][C:26]3[CH:31]=[CH:30][CH:29]=[CH:28][C:27]=3[CH2:32][C:33]([O:35][C:36]([CH3:39])([CH3:38])[CH3:37])=[O:34])[CH:18]=2)[CH:14]=[CH:15][CH:16]=1)[CH3:10])=[O:7])([CH3:4])([CH3:3])[CH3:2].